Task: Binary Classification. Given a drug SMILES string, predict its activity (active/inactive) in a high-throughput screening assay against a specified biological target.. Dataset: In vitro SARS-CoV-2 activity screen of 1,480 approved drugs from Prestwick library (1) The compound is COc1ccc(C(=O)NCc2cccnc2)cc1C(=O)NCc1cccnc1.O. The result is 0 (inactive). (2) The molecule is N[C@@H](CSCCCO)C(=O)O. The result is 0 (inactive). (3) The compound is CCC(C)C(C(=O)OCC[N+](C)(CC)CC)c1ccccc1.[Br-]. The result is 0 (inactive). (4) The drug is O=C(O)c1ccccc1OP(=O)(O)O. The result is 0 (inactive). (5) The molecule is COc1cc(NC(C)CCCN)c2ncccc2c1.O=P(O)(O)O.O=P(O)(O)O. The result is 0 (inactive). (6) The compound is CN[C@@H]1CCc2[nH]c3ccc(C(N)=O)cc3c2C1.O=C(O)CCC(=O)O. The result is 0 (inactive).